This data is from Ames mutagenicity test results for genotoxicity prediction. The task is: Regression/Classification. Given a drug SMILES string, predict its toxicity properties. Task type varies by dataset: regression for continuous values (e.g., LD50, hERG inhibition percentage) or binary classification for toxic/non-toxic outcomes (e.g., AMES mutagenicity, cardiotoxicity, hepatotoxicity). Dataset: ames. (1) The drug is c1cc2c3c(c4c(ccc5ccccc54)cc3c1)C1OC21. The result is 1 (mutagenic). (2) The drug is COc1cc2c(c(OC)c1OC)-c1ccc(OC)c(=O)cc1[C@H](NC(C)=O)CC2. The result is 0 (non-mutagenic). (3) The compound is Cc1cc([N+](=O)[O-])c(C)c2c1[nH]c1ccccc12. The result is 1 (mutagenic). (4) The compound is [O-][N+]([O-])=C1CCCC1. The result is 1 (mutagenic). (5) The molecule is C/C=C/C(=O)OC1CC2OC3C=C(C)C(=O)CC3(C)C1(C)C21CO1. The result is 0 (non-mutagenic).